This data is from Forward reaction prediction with 1.9M reactions from USPTO patents (1976-2016). The task is: Predict the product of the given reaction. (1) Given the reactants C(O[C:6]([NH:8][C:9]1[CH:10]=[N:11][CH:12]=[CH:13][C:14]=1[CH3:15])=O)(C)(C)C.CON(C)C(=O)[C:20]1[CH:25]=[CH:24][CH:23]=[CH:22][CH:21]=1.O, predict the reaction product. The product is: [C:20]1([C:6]2[NH:8][C:9]3=[CH:10][N:11]=[CH:12][CH:13]=[C:14]3[CH:15]=2)[CH:25]=[CH:24][CH:23]=[CH:22][CH:21]=1. (2) Given the reactants [H-].[Na+].Br[CH2:4][CH2:5][CH2:6][N:7]1[C:15](=[O:16])[C:14]2[C:9](=[CH:10][CH:11]=[CH:12][CH:13]=2)[C:8]1=[O:17].[NH4+:18].[Cl-], predict the reaction product. The product is: [CH3:9][CH:14]1[CH2:13][CH2:12][N:18]([CH2:4][CH2:5][CH2:6][N:7]2[C:15](=[O:16])[C:14]3[C:9](=[CH:10][CH:11]=[CH:12][CH:13]=3)[C:8]2=[O:17])[C:15]1=[O:16]. (3) Given the reactants Br[CH2:2][CH2:3][CH:4]([O:7][CH3:8])[O:5][CH3:6].[CH3:9][CH:10]([CH3:26])[C:11]([NH:13][C:14]1[CH:19]=[CH:18][CH:17]=[C:16]([CH:20]2[CH2:25][CH2:24][NH:23][CH2:22][CH2:21]2)[CH:15]=1)=[O:12], predict the reaction product. The product is: [CH3:6][O:5][CH:4]([O:7][CH3:8])[CH2:3][CH2:2][N:23]1[CH2:24][CH2:25][CH:20]([C:16]2[CH:15]=[C:14]([NH:13][C:11](=[O:12])[CH:10]([CH3:9])[CH3:26])[CH:19]=[CH:18][CH:17]=2)[CH2:21][CH2:22]1. (4) Given the reactants C(OC(=O)C)(=O)C.[CH:8]([OH:10])=O.[F:11][C:12]1[CH:13]=[C:14]([C@@:25]([C:34]2[CH:39]=[CH:38][C:37]([F:40])=[CH:36][CH:35]=2)([NH2:33])[CH2:26][C:27]2[CH:32]=[CH:31][CH:30]=[CH:29][CH:28]=2)[CH:15]=[C:16]([O:18][C:19]([F:24])([F:23])[CH:20]([F:22])[F:21])[CH:17]=1, predict the reaction product. The product is: [F:11][C:12]1[CH:13]=[C:14]([C@:25]([NH:33][CH:8]=[O:10])([C:34]2[CH:39]=[CH:38][C:37]([F:40])=[CH:36][CH:35]=2)[CH2:26][C:27]2[CH:32]=[CH:31][CH:30]=[CH:29][CH:28]=2)[CH:15]=[C:16]([O:18][C:19]([F:24])([F:23])[CH:20]([F:22])[F:21])[CH:17]=1. (5) Given the reactants FC(F)(F)C(O)=O.[F:8][C:9]([F:40])([F:39])[C:10]1[CH:11]=[C:12]([CH2:20][O:21][C@@H:22]2[CH2:28][CH2:27][C@@H:26]3[NH:29][C@@:23]2([C:33]2[CH:38]=[CH:37][CH:36]=[CH:35][CH:34]=2)[CH2:24][C@H:25]3[C:30]([OH:32])=O)[CH:13]=[C:14]([C:16]([F:19])([F:18])[F:17])[CH:15]=1.[CH2:41]([N:48]1[CH2:53][CH2:52][NH:51][CH2:50][CH2:49]1)[C:42]1[CH:47]=[CH:46][CH:45]=[CH:44][CH:43]=1.C(N(CC)CC)C.Cl.CN(C)CCCN=C=NCC, predict the reaction product. The product is: [CH2:41]([N:48]1[CH2:53][CH2:52][N:51]([C:30]([C@@H:25]2[CH2:24][C@:23]3([C:33]4[CH:34]=[CH:35][CH:36]=[CH:37][CH:38]=4)[NH:29][C@H:26]2[CH2:27][CH2:28][C@H:22]3[O:21][CH2:20][C:12]2[CH:11]=[C:10]([C:9]([F:39])([F:8])[F:40])[CH:15]=[C:14]([C:16]([F:18])([F:19])[F:17])[CH:13]=2)=[O:32])[CH2:50][CH2:49]1)[C:42]1[CH:43]=[CH:44][CH:45]=[CH:46][CH:47]=1. (6) Given the reactants C([O:3][C:4]([C:6]1[N:7]2[CH2:16][CH2:15][C:9]3[CH:10]=[CH:11][CH:12]=[C:13]([CH:14]=1)[C:8]2=3)=[O:5])C.O.Cl, predict the reaction product. The product is: [CH:14]1[C:13]2[C:8]3=[C:9]([CH2:15][CH2:16][N:7]3[C:6]=1[C:4]([OH:5])=[O:3])[CH:10]=[CH:11][CH:12]=2. (7) Given the reactants [C:1]([O:5][C:6]([NH:8][C@@H:9]([C@H:18]([F:25])[C:19]1[CH:24]=[CH:23][CH:22]=[CH:21][CH:20]=1)[CH2:10][O:11]C(=O)OCC=C)=[O:7])([CH3:4])([CH3:3])[CH3:2].N1CCOCC1, predict the reaction product. The product is: [C:1]([O:5][C:6](=[O:7])[NH:8][C@H:9]([CH2:10][OH:11])[C@H:18]([F:25])[C:19]1[CH:24]=[CH:23][CH:22]=[CH:21][CH:20]=1)([CH3:4])([CH3:2])[CH3:3].